Dataset: NCI-60 drug combinations with 297,098 pairs across 59 cell lines. Task: Regression. Given two drug SMILES strings and cell line genomic features, predict the synergy score measuring deviation from expected non-interaction effect. (1) Drug 1: COC1=CC(=CC(=C1O)OC)C2C3C(COC3=O)C(C4=CC5=C(C=C24)OCO5)OC6C(C(C7C(O6)COC(O7)C8=CC=CS8)O)O. Drug 2: CCC1(C2=C(COC1=O)C(=O)N3CC4=CC5=C(C=CC(=C5CN(C)C)O)N=C4C3=C2)O.Cl. Cell line: COLO 205. Synergy scores: CSS=54.5, Synergy_ZIP=-2.59, Synergy_Bliss=-3.44, Synergy_Loewe=-1.42, Synergy_HSA=0.865. (2) Drug 1: CC1C(C(CC(O1)OC2CC(OC(C2O)C)OC3=CC4=CC5=C(C(=O)C(C(C5)C(C(=O)C(C(C)O)O)OC)OC6CC(C(C(O6)C)O)OC7CC(C(C(O7)C)O)OC8CC(C(C(O8)C)O)(C)O)C(=C4C(=C3C)O)O)O)O. Drug 2: CCC1(CC2CC(C3=C(CCN(C2)C1)C4=CC=CC=C4N3)(C5=C(C=C6C(=C5)C78CCN9C7C(C=CC9)(C(C(C8N6C)(C(=O)OC)O)OC(=O)C)CC)OC)C(=O)OC)O.OS(=O)(=O)O. Cell line: NCI/ADR-RES. Synergy scores: CSS=9.59, Synergy_ZIP=-2.18, Synergy_Bliss=-3.50, Synergy_Loewe=-6.23, Synergy_HSA=-6.41. (3) Drug 1: CC12CCC3C(C1CCC2=O)CC(=C)C4=CC(=O)C=CC34C. Drug 2: C1C(C(OC1N2C=C(C(=O)NC2=O)F)CO)O. Cell line: RXF 393. Synergy scores: CSS=36.9, Synergy_ZIP=-3.47, Synergy_Bliss=3.27, Synergy_Loewe=-2.68, Synergy_HSA=4.73. (4) Drug 1: CN1CCC(CC1)COC2=C(C=C3C(=C2)N=CN=C3NC4=C(C=C(C=C4)Br)F)OC. Cell line: SF-539. Drug 2: C1=NC2=C(N1)C(=S)N=CN2. Synergy scores: CSS=15.5, Synergy_ZIP=-12.7, Synergy_Bliss=-13.3, Synergy_Loewe=-21.6, Synergy_HSA=-12.1.